Dataset: Drug-target binding data from BindingDB using IC50 measurements. Task: Regression. Given a target protein amino acid sequence and a drug SMILES string, predict the binding affinity score between them. We predict pIC50 (pIC50 = -log10(IC50 in M); higher means more potent). Dataset: bindingdb_ic50. (1) The small molecule is O=C1Cc2c([nH]c3ccccc23)-c2ccccc2N1. The target protein sequence is MKNWPIDEDINIYEEKNHTNNKNYVNNFEMSDQKDEEEYSHSSNRSEDEDEERTIDNEINRSPNKSYKLGNIIGNGSFGVVYEAICIDTSEQVAIKKVLQDPQYKNRELMIMKNLNHINIIYLKDYYYTESFKKNEKNIFLNVVMEYIPQTVHKYMKYYSRNNQALPMFLVKLYSYQLCRALSYIHSKFICHRDLKPQNLLIDPRTHTLKLCDFGSAKNLLAGQRSVSYICSRFYRAPELMLGSTNYTTHIDLWSLGCIIAEMILGYPIFSGQSSVDQLVRIIQVLGTPTEDQLKEMNPNYADIKFPDVKSKDLRKVFPKGTPDEAINLITQFLKYEPLKRLNPIEALADPFFDELRDPCIKLPKYIDKLPELFNFCKEEIQEMSMECRRKIIPKNVYEEFLMVDENDNNIINDTISNDFNESNLDTNNSNNKTHVIIES. The pIC50 is 5.0. (2) The compound is CCOc1ccc(Cl)cc1-c1cc(N)nc(Nc2ccc(C=O)cc2)c1. The target protein (O15120) has sequence MELWPCLAAALLLLLLLVQLSRAAEFYAKVALYCALCFTVSAVASLVCLLRHGGRTVENMSIIGWFVRSFKYFYGLRFEVRDPRRLQEARPCVIVSNHQSILDMMGLMEVLPERCVQIAKRELLFLGPVGLIMYLGGVFFINRQRSSTAMTVMADLGERMVRENLKVWIYPEGTRNDNGDLLPFKKGAFYLAVQAQVPIVPVVYSSFSSFYNTKKKFFTSGTVTVQVLEAIPTSGLTAADVPALVDTCHRAMRTTFLHISKTPQENGATAGSGVQPAQ. The pIC50 is 7.3. (3) The compound is CS(=O)(=O)NCC#Cc1ccc(N2C(=O)[C@H](CC[C@H](O)c3ccc(F)cc3)[C@H]2c2ccc(O[C@@H]3O[C@H](C(=O)O)[C@@H](O)[C@H](O)[C@H]3O)cc2)cc1. The target protein (Q6T3U4) has sequence MAAAWQGWLLWALLLNSAQGELYTPTHKAGFCTFYEECGKNPELSGGLTSLSNISCLSNTPARHVTGDHLALLQRVCPRLYNGPNDTYACCSTKQLVSLDSSLSITKALLTRCPACSENFVSIHCHNTCSPDQSLFINVTRVVQRDPGQLPAVVAYEAFYQRSFAEKAYESCSRVRIPAAASLAVGSMCGVYGSALCNAQRWLNFQGDTGNGLAPLDITFHLLEPGQALADGMKPLDGKITPCNESQGEDSAACSCQDCAASCPVIPPPPALRPSFYMGRMPGWLALIIIFTAVFVLLSVVLVYLRVASNRNKNKTAGSQEAPNLPRKRRFSPHTVLGRFFESWGTRVASWPLTVLALSFIVVIALSVGLTFIELTTDPVELWSAPKSQARKEKAFHDEHFGPFFRTNQIFVTAKNRSSYKYDSLLLGPKNFSGILSLDLLQELLELQERLRHLQVWSHEAQRNISLQDICYAPLNPHNTSLTDCCVNSLLQYFQNNHTL.... The pIC50 is 7.4. (4) The drug is COc1ccc2cc(-c3cc(-c4cc(Cl)cc(Cl)c4)nn3[C@@H](C)c3ccc(C(=O)NCCC(=O)O)cc3)ccc2c1. The target protein (Q05923) has sequence MGLEAARELECAALGTLLRDPREAERTLLLDCRPFLAFCRRHVRAARPVPWNALLRRRARGPPAAVLACLLPDRALRTRLVRGELARAVVLDEGSASVAELRPDSPAHVLLAALLHETRAGPTAVYFLRGGFDGFQGCCPDLCSEAPAPALPPTGDKTSRSDSRAPVYDQGGPVEILPYLFLGSCSHSSDLQGLQACGITAVLNVSASCPNHFEGLFRYKSIPVEDNQMVEISAWFQEAIGFIDWVKNSGGRVLVHCQAGISRSATICLAYLMQSRRVRLDEAFDFVKQRRGVISPNFSFMGQLLQFETQVLCH. The pIC50 is 5.0. (5) The compound is CN1CCOCCn2cc(c3ccccc32)C2=C(C(=O)NC2=O)c2cn(c3ccccc23)CCOCC1. The target protein (P05771) has sequence MADPAAGPPPSEGEESTVRFARKGALRQKNVHEVKNHKFTARFFKQPTFCSHCTDFIWGFGKQGFQCQVCCFVVHKRCHEFVTFSCPGADKGPASDDPRSKHKFKIHTYSSPTFCDHCGSLLYGLIHQGMKCDTCMMNVHKRCVMNVPSLCGTDHTERRGRIYIQAHIDRDVLIVLVRDAKNLVPMDPNGLSDPYVKLKLIPDPKSESKQKTKTIKCSLNPEWNETFRFQLKESDKDRRLSVEIWDWDLTSRNDFMGSLSFGISELQKASVDGWFKLLSQEEGEYFNVPVPPEGSEANEELRQKFERAKISQGTKVPEEKTTNTVSKFDNNGNRDRMKLTDFNFLMVLGKGSFGKVMLSERKGTDELYAVKILKKDVVIQDDDVECTMVEKRVLALPGKPPFLTQLHSCFQTMDRLYFVMEYVNGGDLMYHIQQVGRFKEPHAVFYAAEIAIGLFFLQSKGIIYRDLKLDNVMLDSEGHIKIADFGMCKENIWDGVTTKT.... The pIC50 is 7.3. (6) The drug is CN[C@@H]1C[C@H]2O[C@@](C)([C@@H]1OC)n1c3ccccc3c3c4c(c5c6ccccc6n2c5c31)C(=O)NC4. The target protein sequence is MGNAAAAKKGSEQESVKEFLAKAKEDFLKKWENPAQNTAHLDQFERIKTIGTGSFGRVMLVKHMETGNHYAMKILDKQKVVKLKQIEHTLNEKRILQAVNFPFLVKLEFSFKDNSNLYMVMEYMPGGDMFSHLRRIGRFSEPHARFYAAQIVLTFEYLHSLDLIYRDLKPENLLIDQQGYIKVADFGFAKRVKGRTWTLCGTPEYLAPEIILSKGYNKAVDWWALGVLIYEMAAGYPPFFADQPIQIYEKIVSGKVRFPSHFSSDLKDLLRNLLQVDLTKRFGNLKNGVNDIKNHKWFATTDWIAIYQRKVEAPFIPKFKGPGDTSNFDDYEEEEIRVSINEKCGKEFSEF. The pIC50 is 7.3. (7) The small molecule is CC[C@H](C)[C@@H]1NC(=O)[C@H](Cc2ccc(O)cc2)NC(=O)[C@H](Cc2cnc[nH]2)NC(=O)[C@@H](NC(=O)[C@@H](NC(=O)[C@H](CCC(=O)O)NC(=O)[C@H](Cc2ccccc2)NC(C)=O)C(C)C)CSSC[C@@H](C(=O)N[C@@H](C(=O)N[C@H](CCCN=C(N)N)C(=O)N[C@H](Cc2ccc(O)cc2)C(N)=O)[C@@H](C)O)NC(=O)[C@H](Cc2cnc[nH]2)NC(=O)[C@@H]2CCCN2C(=O)[C@H](CC(C)C)NC(=O)[C@H](CCCCNC(=O)COCC(=O)Nc2ccc(CCC(=O)N3CCC3=O)cc2)NC1=O. The target protein (P49764) has sequence MLVMKLFTCFLQVLAGLAVHSQGALSAGNNSTEVEVVPFNEVWGRSYCRPMEKLVYILDEYPDEVSHIFSPSCVLLSRCSGCCGDEGLHCVPIKTANITMQILKIPPNRDPHFYVEMTFSQDVLCECRPILETTKAERRKTKGKRKRSRNSQTEEPHP. The pIC50 is 9.5.